From a dataset of Experimentally validated miRNA-target interactions with 360,000+ pairs, plus equal number of negative samples. Binary Classification. Given a miRNA mature sequence and a target amino acid sequence, predict their likelihood of interaction. (1) The miRNA is hsa-miR-658 with sequence GGCGGAGGGAAGUAGGUCCGUUGGU. The protein sequence of the target gene is MSLSLLFLIFCSHLIHSAWAHGEKRLTPEGQPAPPRNPGDSSGSRGRSSATFSSSSASSPVAASPGSQGSGSEHSSFQWSPSGRRTGSLYCRVGIGFHLQIYPDGKVNGSHEASVLSILEIFAVSQGIVGIRGVFSNKFLAMSKKGKLHASAKFTDDCKFRERFQENSYNTYASAIHRTEKTGREWYVALNKRGKAKRGCSPRVKPQHVSTHFLPRFKQSEQPELSFTVTVPEKKKPPVKPKVPLSQPRRSPSPVKYRLKFRFG. Result: 0 (no interaction). (2) Result: 1 (interaction). The miRNA is mmu-miR-124-3p with sequence UAAGGCACGCGGUGAAUGCC. The protein sequence of the target gene is MADPAECSIKVMCRFRPLNEAEILRGDKFIPKFKGEETVVIGQGKPYVFDRVLPPNTTQEQVYNACAKQIVKDVLEGYNGTIFAYGQTSSGKTHTMEGKLHDPQLMGIIPRIAHDIFDHIYSMDENLEFHIKVSYFEIYLDKIRDLLDVSKTNLAVHEDKNRVPYVKGCTERFVSSPEEVMDVIDEGKANRHVAVTNMNEHSSRSHSIFLINIKQENVETEKKLSGKLYLVDLAGSEKVSKTGAEGAVLDEAKNINKSLSALGNVISALAEGTKTHVPYRDSKMTRILQDSLGGNCRTTI.... (3) The miRNA is hsa-miR-223-5p with sequence CGUGUAUUUGACAAGCUGAGUU. The protein sequence of the target gene is MANVLCNRARLVSYLPGFCSLVKRVVNPKAFSTAGSSGSDESHVAAAPPDICSRTVWPDETMGPFGPQDQRFQLPGNIGFDCHLNGTASQKKSLVHKTLPDVLAEPLSSERHEFVMAQYVNEFQGNDAPVEQEINSAETYFESARVECAIQTCPELLRKDFESLFPEVANGKLMILTVTQKTKNDMTVWSEEVEIEREVLLEKFINGAKEICYALRAEGYWADFIDPSSGLAFFGPYTNNTLFETDERYRHLGFSVDDLGCCKVIRHSLWGTHVVVGSIFTNATPDSHIMKKLSGN. Result: 1 (interaction). (4) The miRNA is hsa-miR-924 with sequence AGAGUCUUGUGAUGUCUUGC. The protein sequence of the target gene is MELLQVTILFLLPSICSSNSTGVLEAANNSLVVTTTKPSITTPNTESLQKNVVTPTTGTTPKGTITNELLKMSLMSTATFLTSKDEGLKATTTDVRKNDSIISNVTVTSVTLPNAVSTLQSSKPKTETQSSIKTTEIPGSVLQPDASPSKTGTLTSIPVTIPENTSQSQVIGTEGGKNASTSATSRSYSSIILPVVIALIVITLSVFVLVGLYRMCWKADPGTPENGNDQPQSDKESVKLLTVKTISHESGEHSAQGKTKN. Result: 1 (interaction). (5) The miRNA is mmu-miR-33-5p with sequence GUGCAUUGUAGUUGCAUUGCA. The protein sequence of the target gene is MQVPVMLLGLLFTVAGWSIHVLAQPDAVNAPLTCCYSFTSKMIPMSRLESYKRITSSRCPKEAVVFVTKLKREVCADPKKEWVQTYIKNLDRNQMRSEPTTLFKTASALRSSAPLNVKLTRKSEANASTTFSTTTSSTSVGVTSVTVN. Result: 1 (interaction). (6) The miRNA is bta-miR-181a with sequence AACAUUCAACGCUGUCGGUGAGUU. The protein sequence of the target gene is MWKRSDHQPKIKAEDGPLVGQFEVLGSVPEPAMPHPLELSEFESFPVFQDIRLHIREVGAQLVKKVNAVFQLDITKNGKTILRWTIDLKNGSGDMYPGPARLPADTVFTIPESVFMELVLGKMNPQKAFLAGKFKVSGKVLLSWKLERVFKDWAKF. Result: 0 (no interaction). (7) The miRNA is mmu-miR-3110-5p with sequence UUCUGCCUCCCCUGAAGGCUC. The protein sequence of the target gene is MTDGDYDYLIKLLALGDSGVGKTTFLYRYTDNKFNPKFITTVGIDFREKRVVYDTQGADGASGKAFKVHLQLWDTAGQERFRSLTTAFFRDAMGFLLMFDLTSQQSFLNVRNWMSQLQANAYCENPDIVLIGNKADLPDQREVNERQARELAEKYGIPYFETSAATGQNVEKSVETLLDLIMKRMEKCVEKTQVPDTVNGGNSGKLDGEKPAEKKCAC. Result: 1 (interaction). (8) The miRNA is hsa-miR-452-5p with sequence AACUGUUUGCAGAGGAAACUGA. The protein sequence of the target gene is MMAQSNMFTVADVLSQDELRKKLYQTFKDRGILDTLKTQLRNQLIHELMHPVLSGELQPRSISVEGSSLLIGASNSLVADHLQRCGYEYSLSVFFPESGLAKEKVFTMQDLLQLIKINPTSSLYKSLVSGSDKENQKGFLMHFLKELAEYHQAKESCNMETQTSSTFNRDSLAEKLQLIDDQFADAYPQRIKFESLEIKLNEYKREIEEQLRAEMCQKLKFFKDTEIAKIKMEAKKKYEKELTMFQNDFEKACQAKSEALVLREKSTLERIHKHQEIETKEIYAQRQLLLKDMDLLRGRE.... Result: 0 (no interaction).